Dataset: Forward reaction prediction with 1.9M reactions from USPTO patents (1976-2016). Task: Predict the product of the given reaction. (1) Given the reactants CON(C)[C:4](=[O:15])[C@@H:5]([NH:7][C:8](=[O:14])[O:9][C:10]([CH3:13])([CH3:12])[CH3:11])[CH3:6].[CH2:17]([C:19]1[CH:20]=[C:21]([Mg]Br)[CH:22]=[CH:23][CH:24]=1)[CH3:18].C1COCC1, predict the reaction product. The product is: [CH2:17]([C:19]1[CH:24]=[C:23]([C:4](=[O:15])[C@@H:5]([NH:7][C:8](=[O:14])[O:9][C:10]([CH3:11])([CH3:12])[CH3:13])[CH3:6])[CH:22]=[CH:21][CH:20]=1)[CH3:18]. (2) Given the reactants [CH3:1][S:2][CH:3]([C:5]1[CH:6]=[N:7][C:8]([C:11]([F:14])([F:13])[F:12])=[CH:9][CH:10]=1)[CH3:4].[N:15]#[C:16][NH2:17].C(O)(=O)C.C(O)(=O)C.IC1C=CC=CC=1, predict the reaction product. The product is: [F:12][C:11]([F:14])([F:13])[C:8]1[N:7]=[CH:6][C:5]([CH:3]([S:2]([CH3:1])=[N:17][C:16]#[N:15])[CH3:4])=[CH:10][CH:9]=1.